Dataset: Forward reaction prediction with 1.9M reactions from USPTO patents (1976-2016). Task: Predict the product of the given reaction. (1) Given the reactants F[C:2]1[C:9]([F:10])=[C:8]([C:11]#[N:12])[C:7]([F:13])=[C:6]([F:14])[C:3]=1[C:4]#[N:5].[N:15]1([C:21]([O:23][C:24]([CH3:27])([CH3:26])[CH3:25])=[O:22])[CH2:20][CH2:19][NH:18][CH2:17][CH2:16]1.C(N(CC)CC)C, predict the reaction product. The product is: [C:4]([C:3]1[C:6]([F:14])=[C:7]([F:13])[C:8]([C:11]#[N:12])=[C:9]([F:10])[C:2]=1[N:18]1[CH2:17][CH2:16][N:15]([C:21]([O:23][C:24]([CH3:27])([CH3:26])[CH3:25])=[O:22])[CH2:20][CH2:19]1)#[N:5]. (2) Given the reactants Br[C:2]1[C:3]([N:22]2[CH2:26][CH2:25][CH2:24][C:23]2=[O:27])=[CH:4][C:5]2[O:9][C:8]([C:10]3[CH:15]=[CH:14][C:13]([F:16])=[CH:12][CH:11]=3)=[C:7]([C:17]([NH:19][CH3:20])=[O:18])[C:6]=2[CH:21]=1.[C:28]1([N:34]2[C:38]3[CH:39]=[C:40](B4OC(C)(C)C(C)(C)O4)[CH:41]=[CH:42][C:37]=3[N:36]=[CH:35]2)[CH:33]=[CH:32][CH:31]=[CH:30][CH:29]=1.[Br-], predict the reaction product. The product is: [F:16][C:13]1[CH:14]=[CH:15][C:10]([C:8]2[O:9][C:5]3[CH:4]=[C:3]([N:22]4[CH2:26][CH2:25][CH2:24][C:23]4=[O:27])[C:2]([C:40]4[CH:41]=[CH:42][C:37]5[N:36]=[CH:35][N:34]([C:28]6[CH:29]=[CH:30][CH:31]=[CH:32][CH:33]=6)[C:38]=5[CH:39]=4)=[CH:21][C:6]=3[C:7]=2[C:17]([NH:19][CH3:20])=[O:18])=[CH:11][CH:12]=1. (3) Given the reactants [CH3:1][O:2][C:3]1[CH:4]=[C:5]2[C:10](=[CH:11][C:12]=1[O:13][CH2:14][CH2:15][CH2:16][N:17]1[CH2:22][CH2:21][O:20][CH2:19][CH2:18]1)[N:9]=[CH:8][NH:7][C:6]2=O.CN(C=O)C.S(Cl)([Cl:31])=O, predict the reaction product. The product is: [Cl:31][C:6]1[C:5]2[C:10](=[CH:11][C:12]([O:13][CH2:14][CH2:15][CH2:16][N:17]3[CH2:22][CH2:21][O:20][CH2:19][CH2:18]3)=[C:3]([O:2][CH3:1])[CH:4]=2)[N:9]=[CH:8][N:7]=1. (4) The product is: [CH3:1][C:2]1[N:7]=[C:6]([NH:8][C:9]([NH2:18])=[NH:10])[CH:5]=[CH:4][C:3]=1[S:26][CH3:27]. Given the reactants [CH3:1][C:2]1[N:7]=[C:6]([NH:8]/[C:9](/[NH:18]C(=O)OC(C)(C)C)=[N:10]/C(=O)OC(C)(C)C)[CH:5]=[CH:4][C:3]=1[S:26][CH3:27], predict the reaction product. (5) Given the reactants Cl[C:2]1[N:10]=[C:9]2[C:5]([N:6]=[CH:7][N:8]2[CH3:11])=[C:4]([NH:12][C:13]2[CH:18]=[CH:17][C:16]([F:19])=[C:15]([F:20])[CH:14]=2)[N:3]=1.O.[NH2:22][NH2:23].O, predict the reaction product. The product is: [F:20][C:15]1[CH:14]=[C:13]([NH:12][C:4]2[N:3]=[C:2]([NH:22][NH2:23])[N:10]=[C:9]3[C:5]=2[N:6]=[CH:7][N:8]3[CH3:11])[CH:18]=[CH:17][C:16]=1[F:19]. (6) Given the reactants [Cl:1][C:2]1[CH:3]=[CH:4][C:5]2[O:10][CH2:9][CH2:8][NH:7][C:6]=2[CH:11]=1.[Cl:12][C:13]1[CH:14]=[C:15]([CH:19]=[C:20]([Cl:23])[C:21]=1[OH:22])[C:16](Cl)=[O:17], predict the reaction product. The product is: [Cl:1][C:2]1[CH:3]=[CH:4][C:5]2[O:10][CH2:9][CH2:8][N:7]([C:16]([C:15]3[CH:19]=[C:20]([Cl:23])[C:21]([OH:22])=[C:13]([Cl:12])[CH:14]=3)=[O:17])[C:6]=2[CH:11]=1. (7) Given the reactants Br[C:2]1[CH:3]=[CH:4][C:5]2[C:14]3[C:9](=[C:10]([NH2:20])[N:11]=[C:12]([N:15]4[CH:19]=[CH:18][N:17]=[CH:16]4)[CH:13]=3)[CH:8]=[N:7][C:6]=2[CH:21]=1.[CH2:22]([N:26]1[CH2:31][CH2:30][N:29]([CH2:32][CH3:33])[CH2:28][CH2:27]1)[CH2:23][C:24]#[CH:25], predict the reaction product. The product is: [CH2:32]([N:29]1[CH2:30][CH2:31][N:26]([CH2:22][CH2:23][C:24]#[C:25][C:2]2[CH:3]=[CH:4][C:5]3[C:14]4[C:9](=[C:10]([NH2:20])[N:11]=[C:12]([N:15]5[CH:19]=[CH:18][N:17]=[CH:16]5)[CH:13]=4)[CH:8]=[N:7][C:6]=3[CH:21]=2)[CH2:27][CH2:28]1)[CH3:33].